Task: Regression. Given two drug SMILES strings and cell line genomic features, predict the synergy score measuring deviation from expected non-interaction effect.. Dataset: NCI-60 drug combinations with 297,098 pairs across 59 cell lines (1) Drug 1: C1=NC2=C(N=C(N=C2N1C3C(C(C(O3)CO)O)F)Cl)N. Synergy scores: CSS=-1.70, Synergy_ZIP=1.60, Synergy_Bliss=1.59, Synergy_Loewe=0.510, Synergy_HSA=-0.790. Drug 2: CN(C(=O)NC(C=O)C(C(C(CO)O)O)O)N=O. Cell line: NCI-H322M. (2) Drug 1: C(CN)CNCCSP(=O)(O)O. Drug 2: CC1C(C(CC(O1)OC2CC(CC3=C2C(=C4C(=C3O)C(=O)C5=C(C4=O)C(=CC=C5)OC)O)(C(=O)CO)O)N)O.Cl. Cell line: SF-539. Synergy scores: CSS=51.1, Synergy_ZIP=1.28, Synergy_Bliss=1.16, Synergy_Loewe=-51.2, Synergy_HSA=0.834. (3) Drug 2: C1=CC(=CC=C1CCCC(=O)O)N(CCCl)CCCl. Cell line: T-47D. Drug 1: CN(C)C1=NC(=NC(=N1)N(C)C)N(C)C. Synergy scores: CSS=19.2, Synergy_ZIP=-3.83, Synergy_Bliss=-0.595, Synergy_Loewe=-13.6, Synergy_HSA=-4.15. (4) Drug 1: CC1C(C(CC(O1)OC2CC(CC3=C2C(=C4C(=C3O)C(=O)C5=C(C4=O)C(=CC=C5)OC)O)(C(=O)C)O)N)O.Cl. Drug 2: C1C(C(OC1N2C=NC3=C2NC=NCC3O)CO)O. Cell line: SF-539. Synergy scores: CSS=8.48, Synergy_ZIP=-6.35, Synergy_Bliss=-6.33, Synergy_Loewe=-6.37, Synergy_HSA=-6.09. (5) Drug 1: C1C(C(OC1N2C=C(C(=O)NC2=O)F)CO)O. Drug 2: C1CCC(C(C1)N)N.C(=O)(C(=O)[O-])[O-].[Pt+4]. Cell line: MOLT-4. Synergy scores: CSS=86.2, Synergy_ZIP=2.16, Synergy_Bliss=2.62, Synergy_Loewe=1.72, Synergy_HSA=4.31. (6) Drug 1: C1=CC(=C2C(=C1NCCNCCO)C(=O)C3=C(C=CC(=C3C2=O)O)O)NCCNCCO. Drug 2: C(CCl)NC(=O)N(CCCl)N=O. Cell line: CCRF-CEM. Synergy scores: CSS=53.4, Synergy_ZIP=-0.376, Synergy_Bliss=-0.946, Synergy_Loewe=-16.8, Synergy_HSA=-0.165. (7) Drug 1: C1CCC(C(C1)N)N.C(=O)(C(=O)[O-])[O-].[Pt+4]. Drug 2: C(CCl)NC(=O)N(CCCl)N=O. Cell line: CCRF-CEM. Synergy scores: CSS=58.8, Synergy_ZIP=-5.59, Synergy_Bliss=-5.18, Synergy_Loewe=-13.8, Synergy_HSA=0.953. (8) Cell line: SW-620. Drug 1: C1C(C(OC1N2C=NC(=NC2=O)N)CO)O. Drug 2: CC1C(C(CC(O1)OC2CC(CC3=C2C(=C4C(=C3O)C(=O)C5=C(C4=O)C(=CC=C5)OC)O)(C(=O)CO)O)N)O.Cl. Synergy scores: CSS=37.1, Synergy_ZIP=-7.94, Synergy_Bliss=-8.69, Synergy_Loewe=-7.20, Synergy_HSA=-2.62.